This data is from Catalyst prediction with 721,799 reactions and 888 catalyst types from USPTO. The task is: Predict which catalyst facilitates the given reaction. (1) Reactant: [O:1]=[C:2]1[CH2:7][CH2:6][N:5]([C:8]([O:10][C:11]([CH3:14])([CH3:13])[CH3:12])=[O:9])[CH2:4][CH2:3]1.[Li+].C[Si]([N-][Si](C)(C)C)(C)C.C1COCC1.[F:30][C:31]([F:38])([F:37])[C:32](OCC)=[O:33]. Product: [O:1]=[C:2]1[CH2:3][CH2:4][N:5]([C:8]([O:10][C:11]([CH3:14])([CH3:13])[CH3:12])=[O:9])[CH2:6][CH:7]1[C:32](=[O:33])[C:31]([F:38])([F:37])[F:30]. The catalyst class is: 216. (2) Reactant: [Br:1][C:2]1[CH:24]=[CH:23][C:5]([O:6][CH2:7][CH:8]2[CH2:13][CH2:12][N:11]([C:14]([C:16]3([C:19]([F:22])([F:21])[F:20])[CH2:18][CH2:17]3)=O)[CH2:10][CH2:9]2)=[CH:4][CH:3]=1.[H-].[H-].[H-].[H-].[Li+].[Al+3]. Product: [Br:1][C:2]1[CH:3]=[CH:4][C:5]([O:6][CH2:7][CH:8]2[CH2:9][CH2:10][N:11]([CH2:14][C:16]3([C:19]([F:22])([F:20])[F:21])[CH2:17][CH2:18]3)[CH2:12][CH2:13]2)=[CH:23][CH:24]=1. The catalyst class is: 1. (3) Reactant: [OH:1][C:2]1[CH:3]=[C:4]2[C:9](=[CH:10][CH:11]=1)[O:8][CH:7]=[C:6]([CH:12]([P:14](=[O:17])([OH:16])[OH:15])O)[C:5]2=[O:18].I. Product: [OH:1][C:2]1[CH:3]=[C:4]2[C:9](=[CH:10][CH:11]=1)[O:8][CH:7]=[C:6]([CH2:12][P:14](=[O:15])([OH:16])[OH:17])[C:5]2=[O:18]. The catalyst class is: 15. (4) The catalyst class is: 25. Product: [Br:2][C:3]1[CH:4]=[CH:5][C:6]([CH2:7][N:8]2[C:12]3[CH:13]=[C:14]([CH3:17])[CH:15]=[CH:16][C:11]=3[N:10]([CH2:18][CH2:19][CH2:20][O:21][C:22]3[CH:27]=[CH:26][C:25]([F:28])=[CH:24][CH:23]=3)[C:9]2=[NH:29])=[CH:30][CH:31]=1. Reactant: Br.[Br:2][C:3]1[CH:31]=[CH:30][C:6]([CH2:7][N:8]2[C:12]3[CH:13]=[C:14]([CH3:17])[CH:15]=[CH:16][C:11]=3[N:10]([CH2:18][CH2:19][CH2:20][O:21][C:22]3[CH:27]=[CH:26][C:25]([F:28])=[CH:24][CH:23]=3)[C:9]2=[NH:29])=[CH:5][CH:4]=1.[OH-].[Na+]. (5) Reactant: Cl[CH2:2][CH2:3][S:4](Cl)(=[O:6])=[O:5].[F:8][C:9]1[CH:10]=[C:11]([C:22]2[CH:27]=[CH:26][CH:25]=[CH:24][CH:23]=2)[CH:12]=[CH:13][C:14]=1[C:15]1[C:16]([NH2:21])=[N:17][CH:18]=[CH:19][CH:20]=1.O. Product: [F:8][C:9]1[CH:10]=[C:11]([C:22]2[CH:23]=[CH:24][CH:25]=[CH:26][CH:27]=2)[CH:12]=[CH:13][C:14]=1[C:15]1[C:16]2=[N:21][S:4](=[O:6])(=[O:5])[CH2:3][CH2:2][N:17]2[CH:18]=[CH:19][CH:20]=1. The catalyst class is: 80.